Dataset: Forward reaction prediction with 1.9M reactions from USPTO patents (1976-2016). Task: Predict the product of the given reaction. (1) Given the reactants CC1(C)OC(=O)[CH:5]([C:9]2([C:13]#[N:14])[CH2:12][CH2:11][CH2:10]2)[C:4](=[O:15])[O:3]1.Cl, predict the reaction product. The product is: [C:13]([C:9]1([CH2:5][C:4]([OH:15])=[O:3])[CH2:12][CH2:11][CH2:10]1)#[N:14]. (2) Given the reactants [O:1]=[C:2]1[N:6]([CH2:7][O:8][CH2:9][CH2:10][Si:11]([CH3:14])([CH3:13])[CH3:12])[C:5]2[CH:15]=[CH:16][C:17]([CH:19]([C:21]3[CH:25]=[CH:24][N:23]([C:26]4[N:31]=[CH:30][C:29]([C:32](OC)=[O:33])=[CH:28][CH:27]=4)[N:22]=3)[CH3:20])=[CH:18][C:4]=2[S:3]1.[BH4-].[Li+], predict the reaction product. The product is: [OH:33][CH2:32][C:29]1[CH:28]=[CH:27][C:26]([N:23]2[CH:24]=[CH:25][C:21]([CH:19]([C:17]3[CH:16]=[CH:15][C:5]4[N:6]([CH2:7][O:8][CH2:9][CH2:10][Si:11]([CH3:14])([CH3:13])[CH3:12])[C:2](=[O:1])[S:3][C:4]=4[CH:18]=3)[CH3:20])=[N:22]2)=[N:31][CH:30]=1. (3) Given the reactants [F:1][C:2]([F:11])([F:10])[C:3]1[CH:4]=[C:5]([SH:9])[CH:6]=[CH:7][CH:8]=1.C([O-])([O-])=O.[K+].[K+].N#N.CS(O[CH:25]1[CH2:30][CH2:29][O:28][CH:27]([C:31]2[CH:32]=[N:33][C:34]([O:37][CH:38]([CH3:40])[CH3:39])=[CH:35][CH:36]=2)[CH2:26]1)(=O)=O, predict the reaction product. The product is: [CH:38]([O:37][C:34]1[CH:35]=[CH:36][C:31]([CH:27]2[CH2:26][CH:25]([S:9][C:5]3[CH:6]=[CH:7][CH:8]=[C:3]([C:2]([F:1])([F:10])[F:11])[CH:4]=3)[CH2:30][CH2:29][O:28]2)=[CH:32][N:33]=1)([CH3:40])[CH3:39]. (4) Given the reactants FC(F)(F)S(O[C:7]1[C:12]2[CH2:13][O:14][C@@H:15]3[C@@H:19]([C:11]=2[CH:10]=[CH:9][CH:8]=1)[CH2:18][N:17]([C:20]([O:22][C:23]([CH3:26])([CH3:25])[CH3:24])=[O:21])[CH2:16]3)(=O)=O.[C:29]1(B(O)O)[CH2:33][CH2:32][CH2:31][CH:30]=1.C(=O)([O-])[O-].[K+].[K+].O, predict the reaction product. The product is: [C:29]1([C:7]2[C:12]3[CH2:13][O:14][C@@H:15]4[C@@H:19]([C:11]=3[CH:10]=[CH:9][CH:8]=2)[CH2:18][N:17]([C:20]([O:22][C:23]([CH3:26])([CH3:24])[CH3:25])=[O:21])[CH2:16]4)[CH2:33][CH2:32][CH2:31][CH:30]=1. (5) Given the reactants [F:1][C:2]([F:26])([F:25])[C:3]1[N:8]2[N:9]=[CH:10][C:11](C(O)=O)=[C:7]2[CH:6]=[C:5]([C:15]2[CH:20]=[CH:19][C:18]([C:21]([F:24])([F:23])[F:22])=[CH:17][CH:16]=2)[CH:4]=1.[IH:27].Br.CC([O-])=O.[Na+].ICl.[O-]S([O-])=O.[Na+].[Na+], predict the reaction product. The product is: [I:27][C:11]1[CH:10]=[N:9][N:8]2[C:3]([C:2]([F:26])([F:25])[F:1])=[CH:4][C:5]([C:15]3[CH:20]=[CH:19][C:18]([C:21]([F:24])([F:23])[F:22])=[CH:17][CH:16]=3)=[CH:6][C:7]=12.